From a dataset of Full USPTO retrosynthesis dataset with 1.9M reactions from patents (1976-2016). Predict the reactants needed to synthesize the given product. Given the product [Cl:1][C:2]1[CH:3]=[CH:4][C:5]([CH:8]([C:16]2[CH:21]=[CH:20][C:19]([Cl:22])=[CH:18][CH:17]=2)[N:9]2[CH2:14][CH2:13][N:12]([CH2:24][C:25]([O:27][CH3:28])=[O:26])[C:11](=[O:15])[CH2:10]2)=[CH:6][CH:7]=1, predict the reactants needed to synthesize it. The reactants are: [Cl:1][C:2]1[CH:7]=[CH:6][C:5]([CH:8]([C:16]2[CH:21]=[CH:20][C:19]([Cl:22])=[CH:18][CH:17]=2)[N:9]2[CH2:14][CH2:13][NH:12][C:11](=[O:15])[CH2:10]2)=[CH:4][CH:3]=1.Br[CH2:24][C:25]([O:27][CH3:28])=[O:26].[H-].[Na+].